Dataset: Full USPTO retrosynthesis dataset with 1.9M reactions from patents (1976-2016). Task: Predict the reactants needed to synthesize the given product. (1) Given the product [N+:32]([C:31]1[C:26]([NH:25][C:2]2[CH:7]=[CH:6][C:5]([N:8]3[C:12]([C:13]4[CH:14]=[N:15][CH:16]=[CH:17][CH:18]=4)=[N:11][C:10]([C:19]4[CH:24]=[CH:23][CH:22]=[CH:21][N:20]=4)=[N:9]3)=[CH:4][CH:3]=2)=[N:27][CH:28]=[CH:29][CH:30]=1)([O-:34])=[O:33], predict the reactants needed to synthesize it. The reactants are: I[C:2]1[CH:7]=[CH:6][C:5]([N:8]2[C:12]([C:13]3[CH:14]=[N:15][CH:16]=[CH:17][CH:18]=3)=[N:11][C:10]([C:19]3[CH:24]=[CH:23][CH:22]=[CH:21][N:20]=3)=[N:9]2)=[CH:4][CH:3]=1.[NH2:25][C:26]1[C:31]([N+:32]([O-:34])=[O:33])=[CH:30][CH:29]=[CH:28][N:27]=1.C1(P(C2C=CC=CC=2)C2C3OC4C(=CC=CC=4P(C4C=CC=CC=4)C4C=CC=CC=4)C(C)(C)C=3C=CC=2)C=CC=CC=1.C([O-])([O-])=O.[Cs+].[Cs+]. (2) Given the product [CH3:6][C:7]([CH3:39])([CH3:38])[C:8](=[O:37])[CH2:9][O:10][C:11]1[CH:16]=[CH:15][C:14]([C:17]([C:22]2[CH:27]=[CH:26][C:25]([NH:28][S:29]([CH2:32][CH2:33][S:3][CH2:1][CH3:2])(=[O:31])=[O:30])=[C:24]([CH3:35])[CH:23]=2)([CH2:20][CH3:21])[CH2:18][CH3:19])=[CH:13][C:12]=1[CH3:36], predict the reactants needed to synthesize it. The reactants are: [CH2:1]([SH:3])[CH3:2].[H-].[Na+].[CH3:6][C:7]([CH3:39])([CH3:38])[C:8](=[O:37])[CH2:9][O:10][C:11]1[CH:16]=[CH:15][C:14]([C:17]([C:22]2[CH:27]=[CH:26][C:25]([NH:28][S:29]([CH2:32][CH2:33]Cl)(=[O:31])=[O:30])=[C:24]([CH3:35])[CH:23]=2)([CH2:20][CH3:21])[CH2:18][CH3:19])=[CH:13][C:12]=1[CH3:36]. (3) Given the product [NH2:1][CH:2]1[CH2:7][CH2:6][N:5]([CH2:8][C:9]2[CH:10]=[CH:11][CH:12]=[CH:13][CH:14]=2)[CH2:4][CH:3]1[C:15]([O:17][CH2:18][CH3:19])=[O:16], predict the reactants needed to synthesize it. The reactants are: [NH2:1][C:2]1[CH2:7][CH2:6][N:5]([CH2:8][C:9]2[CH:14]=[CH:13][CH:12]=[CH:11][CH:10]=2)[CH2:4][C:3]=1[C:15]([O:17][CH2:18][CH3:19])=[O:16].FC(F)(F)C(O)=O.[BH4-].[Na+].[OH-].[Na+]. (4) Given the product [C:1]([O:35][CH:32]([C:12]1[C:13]2[N:14]3[CH2:21][CH2:20][CH2:19][N:18]([C:22]4[C:23]([CH3:31])=[N:24][C:25]([N:28]([CH3:30])[CH3:29])=[CH:26][CH:27]=4)[C:15]3=[N:16][C:17]=2[C:9]([Cl:8])=[CH:10][CH:11]=1)[CH2:33][CH3:34])(=[O:3])[CH3:2], predict the reactants needed to synthesize it. The reactants are: [C:1](OC(=O)C)(=[O:3])[CH3:2].[Cl:8][C:9]1[C:17]2[N:16]=[C:15]3[N:18]([C:22]4[C:23]([CH3:31])=[N:24][C:25]([N:28]([CH3:30])[CH3:29])=[CH:26][CH:27]=4)[CH2:19][CH2:20][CH2:21][N:14]3[C:13]=2[C:12]([CH:32]([OH:35])[CH2:33][CH3:34])=[CH:11][CH:10]=1. (5) Given the product [Cl:1][C:2]1[CH:7]=[CH:6][C:5]([C:8]2[S:9][C:10]([CH2:23][CH3:24])=[C:11]([C:13]3[C:14](=[O:22])[CH:15]4[CH2:21][CH:18]([CH2:17][CH2:16]4)[C:19]=3[O:20][C:32](=[O:37])[C:33]([CH3:36])([CH3:35])[CH3:34])[N:12]=2)=[CH:4][CH:3]=1, predict the reactants needed to synthesize it. The reactants are: [Cl:1][C:2]1[CH:7]=[CH:6][C:5]([C:8]2[S:9][C:10]([CH2:23][CH3:24])=[C:11]([CH:13]3[C:19](=[O:20])[CH:18]4[CH2:21][CH:15]([CH2:16][CH2:17]4)[C:14]3=[O:22])[N:12]=2)=[CH:4][CH:3]=1.C(N(CC)CC)C.[C:32](Cl)(=[O:37])[C:33]([CH3:36])([CH3:35])[CH3:34].